From a dataset of Full USPTO retrosynthesis dataset with 1.9M reactions from patents (1976-2016). Predict the reactants needed to synthesize the given product. Given the product [Cl:36][C:37]1[CH:38]=[CH:39][C:40]([S:43][C:44]2[CH:45]=[N:46][N:47]([CH:50]3[CH2:55][CH2:54][CH2:53][CH2:52][O:51]3)[C:48]=2[C:2]2[CH:3]=[C:4]3[C:9](=[CH:10][CH:11]=2)[C:8](=[O:12])[NH:7][CH2:6][CH2:5]3)=[CH:41][CH:42]=1, predict the reactants needed to synthesize it. The reactants are: Br[C:2]1[CH:3]=[C:4]2[C:9](=[CH:10][CH:11]=1)[C:8](=[O:12])[NH:7][CH2:6][CH2:5]2.B1(B2OC(C)(C)C(C)(C)O2)OC(C)(C)C(C)(C)O1.C([O-])(=O)C.[K+].[Cl:36][C:37]1[CH:42]=[CH:41][C:40]([S:43][C:44]2[CH:45]=[N:46][N:47]([CH:50]3[CH2:55][CH2:54][CH2:53][CH2:52][O:51]3)[C:48]=2I)=[CH:39][CH:38]=1.C([O-])([O-])=O.[Na+].[Na+].